Dataset: Forward reaction prediction with 1.9M reactions from USPTO patents (1976-2016). Task: Predict the product of the given reaction. Given the reactants [Cl:1][C:2]1[CH:3]=[C:4]([C@H:8]2[CH2:13][CH2:12][C:11](=[O:14])[N:10]([C@H:15]([CH2:23][CH3:24])[C:16]([O:18][C:19]([CH3:22])([CH3:21])[CH3:20])=[O:17])[C@@H:9]2[C:25]2[CH:30]=[CH:29][C:28]([Cl:31])=[CH:27][CH:26]=2)[CH:5]=[CH:6][CH:7]=1.[CH2:32](Br)[CH:33]=[CH2:34].C[Si]([N-][Si](C)(C)C)(C)C.[Li+], predict the reaction product. The product is: [CH2:34]([C@@H:12]1[CH2:13][C@H:8]([C:4]2[CH:5]=[CH:6][CH:7]=[C:2]([Cl:1])[CH:3]=2)[C@@H:9]([C:25]2[CH:26]=[CH:27][C:28]([Cl:31])=[CH:29][CH:30]=2)[N:10]([C@@H:15]([CH2:23][CH3:24])[C:16]([O:18][C:19]([CH3:22])([CH3:21])[CH3:20])=[O:17])[C:11]1=[O:14])[CH:33]=[CH2:32].